This data is from Full USPTO retrosynthesis dataset with 1.9M reactions from patents (1976-2016). The task is: Predict the reactants needed to synthesize the given product. (1) Given the product [N:13]1([C:2]2[NH:10][C:9]3[C:4](=[N:5][CH:6]=[CH:7][CH:8]=3)[C:3]=2[C:11]#[N:12])[CH2:18][CH2:17][CH2:16][CH2:15][CH2:14]1, predict the reactants needed to synthesize it. The reactants are: Cl[C:2]1[NH:10][C:9]2[C:4](=[N:5][CH:6]=[CH:7][CH:8]=2)[C:3]=1[C:11]#[N:12].[NH:13]1[CH2:18][CH2:17][CH2:16][CH2:15][CH2:14]1. (2) Given the product [NH2:39][C:36]1[CH:35]=[CH:34][C:33]([CH2:32][S:29]([NH:28][C:27](=[O:46])[C@@H:26]([NH:25][C:24](=[O:54])[C@H:23]([CH3:55])[C@H:22]([C@@H:18]2[CH2:19][CH2:20][CH2:21][N:17]2[C:15](=[O:16])[CH2:14][C@@H:13]([O:58][CH3:59])[C@@H:12]([N:10]([CH3:11])[C:8](=[O:9])[C@@H:7]([NH:6][C:4](=[O:5])[C@@H:3]([N:2]([CH3:70])[CH3:1])[CH:67]([CH3:68])[CH3:69])[CH:64]([CH3:65])[CH3:66])[C@@H:60]([CH3:63])[CH2:61][CH3:62])[O:56][CH3:57])[CH2:47][C:48]2[CH:49]=[CH:50][CH:51]=[CH:52][CH:53]=2)(=[O:31])=[O:30])=[CH:38][CH:37]=1, predict the reactants needed to synthesize it. The reactants are: [CH3:1][N:2]([CH3:70])[C@@H:3]([CH:67]([CH3:69])[CH3:68])[C:4]([NH:6][C@@H:7]([CH:64]([CH3:66])[CH3:65])[C:8]([N:10]([C@@H:12]([C@@H:60]([CH3:63])[CH2:61][CH3:62])[C@H:13]([O:58][CH3:59])[CH2:14][C:15]([N:17]1[CH2:21][CH2:20][CH2:19][C@H:18]1[C@H:22]([O:56][CH3:57])[C@@H:23]([CH3:55])[C:24](=[O:54])[NH:25][C@@H:26]([CH2:47][C:48]1[CH:53]=[CH:52][CH:51]=[CH:50][CH:49]=1)[C:27](=[O:46])[NH:28][S:29]([CH2:32][C:33]1[CH:38]=[CH:37][C:36]([NH:39]C(=O)C(F)(F)F)=[CH:35][CH:34]=1)(=[O:31])=[O:30])=[O:16])[CH3:11])=[O:9])=[O:5].NC1C=CC(CS([O-])(=O)=O)=CC=1.